Dataset: Forward reaction prediction with 1.9M reactions from USPTO patents (1976-2016). Task: Predict the product of the given reaction. Given the reactants [CH3:1][C:2]([C:5]1[CH:10]=[C:9]([C:11](OC)=[O:12])[CH:8]=[CH:7][C:6]=1[C:15]1[CH:20]=[CH:19][CH:18]=[C:17]([O:21][CH3:22])[CH:16]=1)([CH3:4])[CH3:3].[H-].[H-].[H-].[H-].[Li+].[Al+3].[OH-].[Na+], predict the reaction product. The product is: [CH3:4][C:2]([C:5]1[CH:10]=[C:9]([CH2:11][OH:12])[CH:8]=[CH:7][C:6]=1[C:15]1[CH:20]=[CH:19][CH:18]=[C:17]([O:21][CH3:22])[CH:16]=1)([CH3:1])[CH3:3].